From a dataset of Full USPTO retrosynthesis dataset with 1.9M reactions from patents (1976-2016). Predict the reactants needed to synthesize the given product. (1) Given the product [NH:19]1[CH2:20][CH2:21][CH:17]([N:16]2[CH2:15][CH2:14][S:13][C:12]3[CH:29]=[C:8]([NH:7][C:6]([C:2]4[S:1][CH:5]=[CH:4][CH:3]=4)=[NH:30])[CH:9]=[CH:10][C:11]2=3)[CH2:18]1, predict the reactants needed to synthesize it. The reactants are: [S:1]1[CH:5]=[CH:4][CH:3]=[C:2]1[C:6](=[NH:30])[NH:7][C:8]1[CH:9]=[CH:10][C:11]2[N:16]([CH:17]3[CH2:21][CH2:20][N:19](C(OC(C)(C)C)=O)[CH2:18]3)[CH2:15][CH2:14][S:13][C:12]=2[CH:29]=1.Cl. (2) The reactants are: C(O[C:4]([C:6]1[N:7]=[N:8][C:9]([O:12][CH2:13][C:14]2[C:15]([C:20]3[CH:25]=[CH:24][N:23]=[CH:22][CH:21]=3)=[N:16][O:17][C:18]=2[CH3:19])=[CH:10][CH:11]=1)=[O:5])C.[F:26][C:27]([F:31])([F:30])[CH2:28][NH2:29]. Given the product [F:26][C:27]([F:31])([F:30])[CH2:28][NH:29][C:4]([C:6]1[N:7]=[N:8][C:9]([O:12][CH2:13][C:14]2[C:15]([C:20]3[CH:21]=[CH:22][N:23]=[CH:24][CH:25]=3)=[N:16][O:17][C:18]=2[CH3:19])=[CH:10][CH:11]=1)=[O:5], predict the reactants needed to synthesize it. (3) Given the product [Cl:59][C:56]1[CH:55]=[CH:54][C:53]([C:51]2[C:50]3[C:60]([CH3:64])=[C:61]([CH3:63])[S:62][C:49]=3[N:48]3[C:65]([CH3:68])=[N:66][N:67]=[C:47]3[C@H:46]([CH2:45][C:42]([N:35]3[CH2:34][CH:33]4[O:40][CH:37]([CH2:38][CH2:39]4)[CH2:36]3)=[O:43])[N:52]=2)=[CH:58][CH:57]=1, predict the reactants needed to synthesize it. The reactants are: CN(C(ON1N=NC2C=CC=NC1=2)=[N+](C)C)C.F[P-](F)(F)(F)(F)F.C(N(CC)CC)C.Cl.[CH:33]12[O:40][CH:37]([CH2:38][CH2:39]1)[CH2:36][NH:35][CH2:34]2.Cl.[C:42]([CH2:45][C@@H:46]1[N:52]=[C:51]([C:53]2[CH:58]=[CH:57][C:56]([Cl:59])=[CH:55][CH:54]=2)[C:50]2[C:60]([CH3:64])=[C:61]([CH3:63])[S:62][C:49]=2[N:48]2[C:65]([CH3:68])=[NH+:66][N:67]=[C:47]12)(O)=[O:43]. (4) The reactants are: [Cl:1][CH2:2][CH2:3][N:4]([CH2:17][CH2:18][Cl:19])[CH2:5][CH2:6][O:7][C:8]1[CH:13]=[CH:12][CH:11]=[C:10]([N+:14]([O-])=O)[CH:9]=1.Cl[Sn]Cl.O.[NH4+].[OH-]. Given the product [Cl:1][CH2:2][CH2:3][N:4]([CH2:5][CH2:6][O:7][C:8]1[CH:9]=[C:10]([CH:11]=[CH:12][CH:13]=1)[NH2:14])[CH2:17][CH2:18][Cl:19], predict the reactants needed to synthesize it. (5) The reactants are: [NH:1]1[C:9]2[C:4](=[CH:5][CH:6]=[CH:7][N:8]=2)[CH:3]=[CH:2]1.[H-].[Na+].[CH3:12][O:13][C:14]1[C:23]2[CH2:22][C@@H:21]([N:24]([CH3:31])[C:25](=[O:30])[C:26]([F:29])([F:28])[F:27])[CH2:20][CH2:19][C:18]=2[C:17]([S:32](Cl)(=[O:34])=[O:33])=[CH:16][CH:15]=1.O. Given the product [F:29][C:26]([F:27])([F:28])[C:25]([N:24]([C@H:21]1[CH2:20][CH2:19][C:18]2[C:23](=[C:14]([O:13][CH3:12])[CH:15]=[CH:16][C:17]=2[S:32]([N:1]2[C:9]3=[N:8][CH:7]=[CH:6][CH:5]=[C:4]3[CH:3]=[CH:2]2)(=[O:33])=[O:34])[CH2:22]1)[CH3:31])=[O:30], predict the reactants needed to synthesize it. (6) Given the product [Cl:1][C:2]1[CH:3]=[C:4]2[C:8](=[CH:9][CH:10]=1)[NH:7][C:6]([C:11]([Cl:17])=[O:13])=[CH:5]2, predict the reactants needed to synthesize it. The reactants are: [Cl:1][C:2]1[CH:3]=[C:4]2[C:8](=[CH:9][CH:10]=1)[NH:7][C:6]([C:11]([OH:13])=O)=[CH:5]2.C(Cl)(=O)C([Cl:17])=O. (7) Given the product [Br:19][CH2:16][C:13]1[S:12][C:11]([C:8]2[CH:9]=[CH:10][C:5]([C:1]([CH3:4])([CH3:3])[CH3:2])=[CH:6][CH:7]=2)=[N:15][CH:14]=1, predict the reactants needed to synthesize it. The reactants are: [C:1]([C:5]1[CH:10]=[CH:9][C:8]([C:11]2[S:12][C:13]([CH2:16]O)=[CH:14][N:15]=2)=[CH:7][CH:6]=1)([CH3:4])([CH3:3])[CH3:2].C(Br)(Br)(Br)[Br:19].C1(P(C2C=CC=CC=2)C2C=CC=CC=2)C=CC=CC=1. (8) Given the product [Br:1][C:2]1[CH:7]=[CH:6][C:5]([N:8]2[C:19]([CH3:20])=[CH:18][C:17]3[C:22]4[C:9]2=[N:10][CH:11]=[N:12][C:13]=4[CH:14]=[C:15]([O:25][CH3:26])[C:16]=3[O:23][CH3:24])=[C:4]([F:27])[CH:3]=1, predict the reactants needed to synthesize it. The reactants are: [Br:1][C:2]1[CH:7]=[CH:6][C:5]([N:8]2[CH:19]([CH2:20]I)[CH2:18][C:17]3[C:22]4[C:9]2=[N:10][CH:11]=[N:12][C:13]=4[CH:14]=[C:15]([O:25][CH3:26])[C:16]=3[O:23][CH3:24])=[C:4]([F:27])[CH:3]=1.C1CCN2C(=NCCC2)CC1.